From a dataset of Forward reaction prediction with 1.9M reactions from USPTO patents (1976-2016). Predict the product of the given reaction. (1) Given the reactants [CH3:1][O:2][C:3]1[C:8]([CH3:9])=[CH:7][C:6]([CH3:10])=[CH:5][C:4]=1[CH2:11][CH2:12][C:13]([OH:15])=O.[Cl-].[Al+3].[Cl-].[Cl-], predict the reaction product. The product is: [CH3:1][O:2][C:3]1[C:8]([CH3:9])=[CH:7][C:6]([CH3:10])=[C:5]2[C:4]=1[CH2:11][CH2:12][C:13]2=[O:15]. (2) Given the reactants Br[C:2]1[CH:7]=[CH:6][C:5]([O:8][CH3:9])=[CH:4][C:3]=1[C:10]1[CH:15]=[C:14]([O:16][CH3:17])[CH:13]=[CH:12][C:11]=1Br.C([Li])CCC.[C:24](OCC)(=[O:30])[CH2:25][CH2:26][CH2:27][CH2:28][CH3:29], predict the reaction product. The product is: [CH3:9][O:8][C:5]1[CH:6]=[CH:7][C:2]2[C:24]([CH2:25][CH2:26][CH2:27][CH2:28][CH3:29])([OH:30])[C:11]3[C:10]([C:3]=2[CH:4]=1)=[CH:15][C:14]([O:16][CH3:17])=[CH:13][CH:12]=3.